From a dataset of Peptide-MHC class I binding affinity with 185,985 pairs from IEDB/IMGT. Regression. Given a peptide amino acid sequence and an MHC pseudo amino acid sequence, predict their binding affinity value. This is MHC class I binding data. The peptide sequence is MMQDREDQSI. The MHC is HLA-A02:03 with pseudo-sequence HLA-A02:03. The binding affinity (normalized) is 0.418.